Dataset: Forward reaction prediction with 1.9M reactions from USPTO patents (1976-2016). Task: Predict the product of the given reaction. (1) Given the reactants [CH3:1][CH2:2][C:3]([C:5]1[CH:10]=[CH:9][C:8]([Cl:11])=[CH:7][C:6]=1[Cl:12])=O.[NH3:13].CO.[BH4-].[Na+].[NH4+].[OH-], predict the reaction product. The product is: [Cl:12][C:6]1[CH:7]=[C:8]([Cl:11])[CH:9]=[CH:10][C:5]=1[CH:3]([NH2:13])[CH2:2][CH3:1]. (2) Given the reactants [CH3:1][O:2][C:3]1[CH:4]=[C:5]([C:9]2[C:14]([CH2:15][C:16]([O:18][CH3:19])=[O:17])=[CH:13][CH:12]=[CH:11][N:10]=2)[CH:6]=[CH:7][CH:8]=1.C1C=C(Cl)C=C(C(OO)=[O:28])C=1, predict the reaction product. The product is: [CH3:1][O:2][C:3]1[CH:4]=[C:5]([C:9]2[C:14]([CH2:15][C:16]([O:18][CH3:19])=[O:17])=[CH:13][CH:12]=[CH:11][N+:10]=2[O-:28])[CH:6]=[CH:7][CH:8]=1. (3) Given the reactants [Cl:1][C:2]1[CH:9]=[CH:8][CH:7]=[CH:6][C:3]=1[CH:4]=[O:5].[CH2:10]1[O:19][C:18]2[CH:17]=[CH:16][C:14]([NH2:15])=[CH:13][C:12]=2[O:11]1, predict the reaction product. The product is: [NH2:15][C:14]1[C:16]([C:4]([C:3]2[CH:6]=[CH:7][CH:8]=[CH:9][C:2]=2[Cl:1])=[O:5])=[CH:17][C:18]2[O:19][CH2:10][O:11][C:12]=2[CH:13]=1. (4) Given the reactants [NH:1]([CH2:3][CH2:4][OH:5])[NH2:2].[N:6]([CH2:9][CH2:10][C:11]([O:13][CH2:14][CH3:15])=[O:12])=[C:7]=[S:8], predict the reaction product. The product is: [OH:5][CH2:4][CH2:3][N:1]([C:7]([NH:6][CH2:9][CH2:10][C:11]([O:13][CH2:14][CH3:15])=[O:12])=[S:8])[NH2:2]. (5) Given the reactants [H-].[Al+3].[Li+].[H-].[H-].[H-].[Cl-:7].[Al+3].[Cl-].[Cl-].[CH3:11][O:12][C:13]1[CH:14]=[C:15]([S:19]([C:22]2[N:26]([C:27]3[CH:32]=[CH:31][CH:30]=[CH:29][C:28]=3[CH3:33])[N:25]=[C:24]([C:34]([NH:36][CH3:37])=O)[CH:23]=2)(=[O:21])=[O:20])[CH:16]=[CH:17][CH:18]=1.[OH-].[Na+], predict the reaction product. The product is: [ClH:7].[CH3:11][O:12][C:13]1[CH:14]=[C:15]([S:19]([C:22]2[N:26]([C:27]3[CH:32]=[CH:31][CH:30]=[CH:29][C:28]=3[CH3:33])[N:25]=[C:24]([CH2:34][NH:36][CH3:37])[CH:23]=2)(=[O:20])=[O:21])[CH:16]=[CH:17][CH:18]=1. (6) Given the reactants [OH:1][CH:2]([C:6]1[CH:11]=[CH:10][C:9]([C:12]2[N:16]=[C:15]([C:17]3[O:21][N:20]=[C:19]([C:22]4[CH:27]=[CH:26][CH:25]=[CH:24][CH:23]=4)[C:18]=3[C:28]([F:31])([F:30])[F:29])[O:14][N:13]=2)=[CH:8][CH:7]=1)[C:3](O)=[O:4].CN1CCOCC1.[CH3:39][C:40]1[O:44][C:43]([CH2:45][NH2:46])=[N:42][N:41]=1.F[P-](F)(F)(F)(F)F.N1(O[P+](N(C)C)(N(C)C)N(C)C)C2C=CC=CC=2N=N1, predict the reaction product. The product is: [OH:1][CH:2]([C:6]1[CH:11]=[CH:10][C:9]([C:12]2[N:16]=[C:15]([C:17]3[O:21][N:20]=[C:19]([C:22]4[CH:27]=[CH:26][CH:25]=[CH:24][CH:23]=4)[C:18]=3[C:28]([F:29])([F:31])[F:30])[O:14][N:13]=2)=[CH:8][CH:7]=1)[C:3]([NH:46][CH2:45][C:43]1[O:44][C:40]([CH3:39])=[N:41][N:42]=1)=[O:4].